Dataset: Forward reaction prediction with 1.9M reactions from USPTO patents (1976-2016). Task: Predict the product of the given reaction. (1) Given the reactants Br[C:2]1[CH:3]=[CH:4][C:5](O)=[C:6]([C:8]2[CH:17]=[CH:16][C:15]3[C:10](=[CH:11][CH:12]=[C:13]([C:18]4[N:22]([CH:23]5[CH2:28][CH2:27][CH2:26][CH2:25][CH2:24]5)[C:21]5[CH:29]=[CH:30][C:31]([C:33]([OH:35])=[O:34])=[CH:32][C:20]=5[N:19]=4)[CH:14]=3)[N:9]=2)[CH:7]=1.C(OC(C1C=CC2N(C3CCCCC3)C(C3C=CC(N)=C(C=O)C=3)=NC=2C=1)=O)C.C(C1C=CC([NH:75][C:76](=[O:78])[CH3:77])=CC=1)(=O)C.[OH-].[K+], predict the reaction product. The product is: [C:76]([NH:75][C:3]1[CH:4]=[CH:5][C:6]([C:8]2[CH:17]=[CH:16][C:15]3[C:10](=[CH:11][CH:12]=[C:13]([C:18]4[N:22]([CH:23]5[CH2:28][CH2:27][CH2:26][CH2:25][CH2:24]5)[C:21]5[CH:29]=[CH:30][C:31]([C:33]([OH:35])=[O:34])=[CH:32][C:20]=5[N:19]=4)[CH:14]=3)[N:9]=2)=[CH:7][CH:2]=1)(=[O:78])[CH3:77]. (2) Given the reactants O1CCCCC1OC1CCCCO1.[Li]CCCC.[S:19]([C:23]1[CH:29]=[CH:28][C:26]([CH3:27])=[CH:25][CH:24]=1)([OH:22])(=[O:21])=[O:20].[S:30]([C:34]1[CH:40]=[CH:39][C:37]([CH3:38])=[CH:36][CH:35]=1)([OH:33])(=[O:32])=[O:31].[C:41]1(=[O:47])[CH2:46][CH2:45][CH2:44][CH2:43][CH2:42]1, predict the reaction product. The product is: [S:19]([C:23]1[CH:29]=[CH:28][C:26]([CH3:27])=[CH:25][CH:24]=1)([OH:22])(=[O:21])=[O:20].[S:30]([C:34]1[CH:40]=[CH:39][C:37]([CH3:38])=[CH:36][CH:35]=1)([OH:33])(=[O:32])=[O:31].[CH:41]1([OH:47])[CH2:46][CH2:45][CH2:44][CH2:43][CH2:42]1. (3) Given the reactants [NH2:1][C:2]1[S:3][CH:4]=[C:5]([C:7]([O:9]CC)=[O:8])[N:6]=1.Cl, predict the reaction product. The product is: [NH2:1][C:2]1[S:3][CH:4]=[C:5]([C:7]([OH:9])=[O:8])[N:6]=1. (4) Given the reactants [F:1][C:2]1[CH:7]=[CH:6][CH:5]=[C:4]([F:8])[C:3]=1[C:9]1[O:10][C:11]([C:17]2[CH:22]=[CH:21][C:20]([OH:23])=[CH:19][CH:18]=2)=[C:12]([C:14]([NH2:16])=[O:15])[N:13]=1.Cl[CH2:25][CH:26]1[O:31][CH2:30][CH2:29][N:28](CC2C=CC=CC=2)[CH2:27]1.COC1C=CC(C2NC(C(N)=O)=C(C3C=CC(OC)=CC=3)N=2)=CC=1, predict the reaction product. The product is: [F:1][C:2]1[CH:7]=[CH:6][CH:5]=[C:4]([F:8])[C:3]=1[C:9]1[O:10][C:11]([C:17]2[CH:18]=[CH:19][C:20]([O:23][CH2:25][CH:26]3[O:31][CH2:30][CH2:29][NH:28][CH2:27]3)=[CH:21][CH:22]=2)=[C:12]([C:14]([NH2:16])=[O:15])[N:13]=1.